Dataset: Forward reaction prediction with 1.9M reactions from USPTO patents (1976-2016). Task: Predict the product of the given reaction. (1) Given the reactants [CH3:1][O:2][C:3](=[O:16])[CH2:4][CH:5]1[C:9]2[C:10]([CH3:15])=[CH:11][C:12]([OH:14])=[CH:13][C:8]=2[O:7][CH2:6]1.[F:17][C:18]([F:30])([F:29])[C:19]1[CH:27]=[CH:26][CH:25]=[C:24]2[C:20]=1[CH2:21][CH2:22][C@@H:23]2O.C1(P(C2C=CC=CC=2)C2C=CC=CC=2)C=CC=CC=1.C(OC(N=NC(OC(C)(C)C)=O)=O)(C)(C)C, predict the reaction product. The product is: [CH3:1][O:2][C:3](=[O:16])[CH2:4][CH:5]1[C:9]2[C:10]([CH3:15])=[CH:11][C:12]([O:14][C@H:23]3[C:24]4[C:20](=[C:19]([C:18]([F:17])([F:29])[F:30])[CH:27]=[CH:26][CH:25]=4)[CH2:21][CH2:22]3)=[CH:13][C:8]=2[O:7][CH2:6]1. (2) Given the reactants [CH2:1]([O:8][C:9]1[CH:10]=[CH:11][C:12]([O:29][CH:30]([CH3:32])[CH3:31])=[C:13]([C:15]2[NH:28][C:18]3=[N:19][CH:20]=[C:21]([C:23](OCC)=[O:24])[CH:22]=[C:17]3[N:16]=2)[CH:14]=1)[C:2]1[CH:7]=[CH:6][CH:5]=[CH:4][CH:3]=1.[H-].[Al+3].[Li+].[H-].[H-].[H-].O, predict the reaction product. The product is: [CH2:1]([O:8][C:9]1[CH:10]=[CH:11][C:12]([O:29][CH:30]([CH3:32])[CH3:31])=[C:13]([C:15]2[NH:28][C:18]3=[N:19][CH:20]=[C:21]([CH2:23][OH:24])[CH:22]=[C:17]3[N:16]=2)[CH:14]=1)[C:2]1[CH:3]=[CH:4][CH:5]=[CH:6][CH:7]=1. (3) Given the reactants Br[C:2]1[CH:3]=[C:4]2[C:10]([CH:11]3[CH2:15][CH2:14][CH2:13][CH2:12]3)=[CH:9][NH:8][C:5]2=[N:6][CH:7]=1.[OH:16][C:17]1[CH:18]=[C:19](B(O)O)[CH:20]=[CH:21][CH:22]=1.C(=O)([O-])[O-].[Na+].[Na+].C(=O)(O)[O-].[Na+], predict the reaction product. The product is: [CH:11]1([C:10]2[C:4]3[C:5](=[N:6][CH:7]=[C:2]([C:21]4[CH:22]=[C:17]([OH:16])[CH:18]=[CH:19][CH:20]=4)[CH:3]=3)[NH:8][CH:9]=2)[CH2:15][CH2:14][CH2:13][CH2:12]1. (4) Given the reactants [CH2:1]([O:3][C:4]([C:6]1[CH:10]=[CH:9][O:8][CH:7]=1)=[O:5])[CH3:2].CN(C)[CH:13]=[O:14].P(Cl)(Cl)(Cl)=O.C(=O)(O)[O-].[K+], predict the reaction product. The product is: [CH2:1]([O:3][C:4]([C:6]1[CH:10]=[C:9]([CH:13]=[O:14])[O:8][CH:7]=1)=[O:5])[CH3:2].